This data is from Full USPTO retrosynthesis dataset with 1.9M reactions from patents (1976-2016). The task is: Predict the reactants needed to synthesize the given product. Given the product [Cl:19][C:4]1[C:5]2[CH2:11][CH2:10][O:9][C:8]3[CH:12]=[CH:13][CH:14]=[CH:15][C:7]=3[C:6]=2[N:1]=[CH:2][N:3]=1, predict the reactants needed to synthesize it. The reactants are: [N:1]1[C:6]2[C:7]3[CH:15]=[CH:14][CH:13]=[CH:12][C:8]=3[O:9][CH2:10][CH2:11][C:5]=2[C:4](O)=[N:3][CH:2]=1.P(Cl)(Cl)([Cl:19])=O.C(=O)([O-])[O-].[K+].[K+].